Dataset: Retrosynthesis with 50K atom-mapped reactions and 10 reaction types from USPTO. Task: Predict the reactants needed to synthesize the given product. Given the product CCOC(=O)C(CC(C)C)c1cc(-c2ccc(C(F)(F)F)cc2)cc(C2CCCC(C(F)(F)F)N2Cc2ccc(OC)cc2)c1, predict the reactants needed to synthesize it. The reactants are: CCOC(=O)C(CC(C)C)c1cc(-c2ccc(C(F)(F)F)cc2)cc(C2CCCC(C(F)(F)F)N2)c1.COc1ccc(CBr)cc1.